From a dataset of Reaction yield outcomes from USPTO patents with 853,638 reactions. Predict the reaction yield, written as a fraction of the theoretical maximum amount of product (1.0 means a 100% yield; for example, 0.34 means a 34% yield). (1) The reactants are [Br:1][C:2]1[CH:3]=[C:4]([F:14])[CH:5]=[C:6]2[C:11]=1[N:10]=[C:9]([CH:12]=O)[CH:8]=[CH:7]2.[N:15]1[CH:20]=[CH:19][CH:18]=[CH:17][C:16]=1[NH:21][NH2:22]. The catalyst is CCO. The product is [Br:1][C:2]1[CH:3]=[C:4]([F:14])[CH:5]=[C:6]2[C:11]=1[N:10]=[C:9](/[CH:12]=[N:22]/[NH:21][C:16]1[CH:17]=[CH:18][CH:19]=[CH:20][N:15]=1)[CH:8]=[CH:7]2. The yield is 0.736. (2) The reactants are [CH3:1][O:2][C:3]1[N:8]=[C:7]([C:9]2[C:17]3[C:16]([NH:18][C@H:19]([C:21]4[N:26]([C:27]5[CH:32]=[CH:31][CH:30]=[CH:29][CH:28]=5)[C:25](=[O:33])[C:24]5=[C:34]([CH3:37])[CH:35]=[CH:36][N:23]5[N:22]=4)[CH3:20])=[N:15][CH:14]=[N:13][C:12]=3[N:11](COCC[Si](C)(C)C)[CH:10]=2)[CH:6]=[CH:5][CH:4]=1.FC(F)(F)C(O)=O.N. The catalyst is CO. The product is [CH3:1][O:2][C:3]1[N:8]=[C:7]([C:9]2[C:17]3[C:16]([NH:18][C@H:19]([C:21]4[N:26]([C:27]5[CH:32]=[CH:31][CH:30]=[CH:29][CH:28]=5)[C:25](=[O:33])[C:24]5=[C:34]([CH3:37])[CH:35]=[CH:36][N:23]5[N:22]=4)[CH3:20])=[N:15][CH:14]=[N:13][C:12]=3[NH:11][CH:10]=2)[CH:6]=[CH:5][CH:4]=1. The yield is 0.590. (3) The reactants are [CH3:1][O:2][C:3](=[O:22])[C:4]1[CH:9]=[CH:8][C:7]([O:10][CH3:11])=[C:6]([NH:12][C:13](=[NH:21])[C:14]2[CH:19]=[CH:18][C:17]([F:20])=[CH:16][CH:15]=2)[CH:5]=1.[O-]Cl.[Na+].C([O-])([O-])=O.[Na+].[Na+]. The catalyst is CO. The product is [CH3:1][O:2][C:3]([C:4]1[C:5]2[N:21]=[C:13]([C:14]3[CH:19]=[CH:18][C:17]([F:20])=[CH:16][CH:15]=3)[NH:12][C:6]=2[C:7]([O:10][CH3:11])=[CH:8][CH:9]=1)=[O:22]. The yield is 0.570. (4) The catalyst is ClCCl. The product is [CH2:11]([O:13][C:14]([C:16]1[C:20]([CH3:21])=[C:19]([CH:3]=[O:4])[NH:18][C:17]=1[CH3:22])=[O:15])[CH3:12]. The reactants are CN(C)[CH:3]=[O:4].P(Cl)(Cl)(Cl)=O.[CH2:11]([O:13][C:14]([C:16]1[C:20]([CH3:21])=[CH:19][NH:18][C:17]=1[CH3:22])=[O:15])[CH3:12].Cl. The yield is 1.00. (5) The reactants are [Br:1][C:2]1[CH:7]=[CH:6][C:5]([N:8]2[C:19]3[C:11](=[CH:12][C:13]4[O:17][CH:16]=[N:15][C:14]=4[C:18]=3[F:20])[NH:10][C:9]2=[O:21])=[C:4]([Cl:22])[CH:3]=1.C(N(CC)CC)C.[CH:30]1([S:33](Cl)(=[O:35])=[O:34])[CH2:32][CH2:31]1. The catalyst is C(Cl)Cl.CN(C1C=CN=CC=1)C. The product is [Br:1][C:2]1[CH:7]=[CH:6][C:5]([N:8]2[C:19]3[C:11](=[CH:12][C:13]4[O:17][CH:16]=[N:15][C:14]=4[C:18]=3[F:20])[N:10]([S:33]([CH:30]3[CH2:32][CH2:31]3)(=[O:35])=[O:34])[C:9]2=[O:21])=[C:4]([Cl:22])[CH:3]=1. The yield is 0.865. (6) The reactants are [CH:1]1([SH:5])[CH2:4][CH2:3][CH2:2]1.F[C:7]1[C:12]([I:13])=[CH:11][CH:10]=[CH:9][N:8]=1.C([O-])([O-])=O.[Cs+].[Cs+].[Na+].[Cl-]. The catalyst is CN(C=O)C. The product is [CH:1]1([S:5][C:7]2[C:12]([I:13])=[CH:11][CH:10]=[CH:9][N:8]=2)[CH2:4][CH2:3][CH2:2]1. The yield is 0.910.